This data is from Forward reaction prediction with 1.9M reactions from USPTO patents (1976-2016). The task is: Predict the product of the given reaction. (1) Given the reactants [OH:1][NH:2][C:3](=O)[CH3:4].CC(C)([O-])C.[K+].[Cl:12][C:13]1[C:14]([O:22][C:23]2[CH:28]=[CH:27][C:26]([Cl:29])=[C:25]([Cl:30])[CH:24]=2)=[CH:15][C:16](F)=C([CH:20]=1)C#N.C[N:32](C=O)C, predict the reaction product. The product is: [Cl:12][C:13]1[C:14]([O:22][C:23]2[CH:28]=[CH:27][C:26]([Cl:29])=[C:25]([Cl:30])[CH:24]=2)=[CH:15][C:16]2[O:1][N:2]=[C:3]([NH2:32])[C:4]=2[CH:20]=1. (2) Given the reactants [C:1]1([C:7]([C:15]2[CH:20]=[CH:19][CH:18]=[CH:17][CH:16]=2)([CH:9]2[CH2:14][CH2:13][NH:12][CH2:11][CH2:10]2)[OH:8])[CH:6]=[CH:5][CH:4]=[CH:3][CH:2]=1.Br[CH2:22][CH2:23][C:24]1[CH:29]=[CH:28][C:27]([O:30][CH3:31])=[CH:26][CH:25]=1, predict the reaction product. The product is: [CH3:31][O:30][C:27]1[CH:28]=[CH:29][C:24]([CH2:23][CH2:22][N:12]2[CH2:13][CH2:14][CH:9]([C:7]([C:15]3[CH:20]=[CH:19][CH:18]=[CH:17][CH:16]=3)([C:1]3[CH:2]=[CH:3][CH:4]=[CH:5][CH:6]=3)[OH:8])[CH2:10][CH2:11]2)=[CH:25][CH:26]=1. (3) Given the reactants [OH:1][CH2:2][CH:3]1[CH2:8][CH2:7][CH2:6][CH:5]([C:9]([O:11][CH3:12])=[O:10])[CH2:4]1.CCN(CC)CC, predict the reaction product. The product is: [CH:2]([CH:3]1[CH2:8][CH2:7][CH2:6][CH:5]([C:9]([O:11][CH3:12])=[O:10])[CH2:4]1)=[O:1]. (4) Given the reactants O[C:2]1[CH:7]=[C:6]([C:8]([F:11])([F:10])[F:9])[N:5]=[C:4]([N:12]2[CH2:16][CH2:15][CH2:14][CH:13]2[C:17]2[O:21][N:20]=[C:19]([C:22]3[CH:27]=[CH:26][CH:25]=[CH:24][N:23]=3)[CH:18]=2)[N:3]=1.[NH2:28][C:29]1[CH:33]=[C:32]([CH3:34])[NH:31][N:30]=1, predict the reaction product. The product is: [CH3:34][C:32]1[NH:31][N:30]=[C:29]([NH:28][C:2]2[CH:7]=[C:6]([C:8]([F:9])([F:11])[F:10])[N:5]=[C:4]([N:12]3[CH2:16][CH2:15][CH2:14][CH:13]3[C:17]3[O:21][N:20]=[C:19]([C:22]4[CH:27]=[CH:26][CH:25]=[CH:24][N:23]=4)[CH:18]=3)[N:3]=2)[CH:33]=1. (5) Given the reactants [CH3:1][O:2][C:3](=[O:18])[CH2:4][N:5]1[C:13]2[C:8](=[CH:9][C:10]([CH3:14])=[CH:11][CH:12]=2)[CH:7]=[C:6]1[C:15](O)=[O:16].S(Cl)(Cl)=O.[S-:23][C:24]#[N:25].[K+].[NH3:27], predict the reaction product. The product is: [NH2:25][C:24](=[S:23])[NH:27][C:15]([C:6]1[N:5]([CH2:4][C:3]([O:2][CH3:1])=[O:18])[C:13]2[C:8]([CH:7]=1)=[CH:9][C:10]([CH3:14])=[CH:11][CH:12]=2)=[O:16]. (6) Given the reactants Br[CH:2]([C:6]1[CH:11]=[CH:10][C:9]([Br:12])=[CH:8][C:7]=1[F:13])[C:3]([NH2:5])=[O:4].C(=O)([O-])[O-].[K+].[K+].Cl.[OH:21][CH2:22][C:23]1([N:26]2[CH2:31][C:30]3([CH2:36][CH2:35][NH:34][CH2:33][CH2:32]3)[O:29][CH2:28][C:27]2=[O:37])[CH2:25][CH2:24]1, predict the reaction product. The product is: [Br:12][C:9]1[CH:10]=[CH:11][C:6]([CH:2]([N:34]2[CH2:35][CH2:36][C:30]3([O:29][CH2:28][C:27](=[O:37])[N:26]([C:23]4([CH2:22][OH:21])[CH2:24][CH2:25]4)[CH2:31]3)[CH2:32][CH2:33]2)[C:3]([NH2:5])=[O:4])=[C:7]([F:13])[CH:8]=1. (7) Given the reactants [Br:1][C:2]1[CH:7]=[CH:6][C:5]([C:8]([O:10][CH:11]([CH3:13])[CH3:12])=[CH2:9])=[CH:4][CH:3]=1.[CH2:14](I)I, predict the reaction product. The product is: [Br:1][C:2]1[CH:3]=[CH:4][C:5]([C:8]2([O:10][CH:11]([CH3:13])[CH3:12])[CH2:14][CH2:9]2)=[CH:6][CH:7]=1.